This data is from Retrosynthesis with 50K atom-mapped reactions and 10 reaction types from USPTO. The task is: Predict the reactants needed to synthesize the given product. (1) Given the product CCN[C@H](CN1CC[C@H](O[Si](C)(C)C(C)(C)C)C1)c1cccc(OC(F)(F)F)c1, predict the reactants needed to synthesize it. The reactants are: CC(C)(C)[Si](C)(C)O[C@H]1CCN(C[C@@H](O)c2cccc(OC(F)(F)F)c2)C1.CCN. (2) Given the product COc1ccc(C(NC2=N[C@](C)(c3cc(-c4cc(Cl)cc(Cl)c4)ccc3F)C(F)(F)C(C)(C)O2)(c2ccccc2)c2ccc(OC)cc2)cc1, predict the reactants needed to synthesize it. The reactants are: COc1ccc(C(NC2=N[C@](C)(c3cc(Br)ccc3F)C(F)(F)C(C)(C)O2)(c2ccccc2)c2ccc(OC)cc2)cc1.OB(O)c1cc(Cl)cc(Cl)c1.